From a dataset of Peptide-MHC class II binding affinity with 134,281 pairs from IEDB. Regression. Given a peptide amino acid sequence and an MHC pseudo amino acid sequence, predict their binding affinity value. This is MHC class II binding data. (1) The peptide sequence is TKVIMGAVLIWVGIN. The MHC is DRB1_1501 with pseudo-sequence DRB1_1501. The binding affinity (normalized) is 0.133. (2) The peptide sequence is NSFQIEEFGTGVFTT. The MHC is DRB5_0101 with pseudo-sequence DRB5_0101. The binding affinity (normalized) is 0.457. (3) The peptide sequence is VIPEWCCRSCTMPPV. The MHC is DRB1_0701 with pseudo-sequence DRB1_0701. The binding affinity (normalized) is 0.616. (4) The peptide sequence is GELQIVDKIDAMFKI. The MHC is DRB1_0802 with pseudo-sequence DRB1_0802. The binding affinity (normalized) is 0.355. (5) The peptide sequence is SQDLKLSWNLNGLQAY. The MHC is HLA-DQA10301-DQB10302 with pseudo-sequence HLA-DQA10301-DQB10302. The binding affinity (normalized) is 0.0749. (6) The peptide sequence is INSMKTSFSSRLLIN. The MHC is DRB1_0802 with pseudo-sequence DRB1_0802. The binding affinity (normalized) is 0.750. (7) The peptide sequence is MMIHTLEALDYKECE. The MHC is DRB1_0901 with pseudo-sequence DRB1_0901. The binding affinity (normalized) is 0.474. (8) The peptide sequence is NMLTHSINSLISDNL. The MHC is DRB1_0404 with pseudo-sequence DRB1_0404. The binding affinity (normalized) is 0.547. (9) The binding affinity (normalized) is 0.238. The MHC is DRB5_0101 with pseudo-sequence DRB5_0101. The peptide sequence is GPVTILNWSFVRNDQ. (10) The peptide sequence is TKEDLFGKKNLIPSS. The MHC is HLA-DQA10501-DQB10303 with pseudo-sequence HLA-DQA10501-DQB10303. The binding affinity (normalized) is 0.320.